Dataset: Catalyst prediction with 721,799 reactions and 888 catalyst types from USPTO. Task: Predict which catalyst facilitates the given reaction. Reactant: Cl.[CH3:2][C:3]1[CH:8]=[C:7]([CH3:9])[NH:6][C:5](=[O:10])[C:4]=1[CH2:11][NH:12][C:13]([C:15]1[C:19]([CH3:20])=[C:18]([N:21]([CH2:28][CH3:29])[CH:22]2[CH2:27][CH2:26][O:25][CH2:24][CH2:23]2)[S:17][C:16]=1[CH:30]1[CH2:34][CH2:33][NH:32][CH2:31]1)=[O:14].[CH3:35][S:36](Cl)(=[O:38])=[O:37].CO. Product: [CH3:2][C:3]1[CH:8]=[C:7]([CH3:9])[NH:6][C:5](=[O:10])[C:4]=1[CH2:11][NH:12][C:13]([C:15]1[C:19]([CH3:20])=[C:18]([N:21]([CH2:28][CH3:29])[CH:22]2[CH2:27][CH2:26][O:25][CH2:24][CH2:23]2)[S:17][C:16]=1[CH:30]1[CH2:34][CH2:33][N:32]([S:36]([CH3:35])(=[O:38])=[O:37])[CH2:31]1)=[O:14]. The catalyst class is: 22.